From a dataset of Catalyst prediction with 721,799 reactions and 888 catalyst types from USPTO. Predict which catalyst facilitates the given reaction. (1) Product: [CH2:15]([O:14][C:12]([C@H:11]1[C@H:10]([CH2:9][O:8][Si:1]([C:4]([CH3:7])([CH3:6])[CH3:5])([CH3:3])[CH3:2])[CH2:28][N:24]([CH2:17][C:18]2[CH:23]=[CH:22][CH:21]=[CH:20][CH:19]=2)[CH2:25]1)=[O:13])[CH3:16]. Reactant: [Si:1]([O:8][CH2:9]/[CH:10]=[CH:11]/[C:12]([O:14][CH2:15][CH3:16])=[O:13])([C:4]([CH3:7])([CH3:6])[CH3:5])([CH3:3])[CH3:2].[CH2:17]([N:24]([CH2:28][Si](C)(C)C)[CH2:25]OC)[C:18]1[CH:23]=[CH:22][CH:21]=[CH:20][CH:19]=1.C(O)(C(F)(F)F)=O. The catalyst class is: 2. (2) Reactant: [CH3:1][C:2]([C:4]1[CH:9]=[CH:8][CH:7]=[C:6]([Cl:10])[CH:5]=1)=[O:3].[CH2:11]=O.Cl.[CH3:14][NH:15][CH3:16].Cl. Product: [Cl:10][C:6]1[CH:5]=[C:4]([C:2](=[O:3])[CH2:1][CH2:14][N:15]([CH3:11])[CH3:16])[CH:9]=[CH:8][CH:7]=1. The catalyst class is: 8. (3) Reactant: O.[F-].C([N+](C)(C)C)C1C=CC=CC=1.[C:14]1([C:20]2([N:49]([CH3:51])[CH3:50])[CH2:25][CH2:24][CH:23]([CH2:26][O:27][CH2:28][C:29]3[C:37]4[C:32](=[CH:33][CH:34]=[C:35]([C:38]([F:41])([F:40])[F:39])[CH:36]=4)[NH:31][C:30]=3[Si](CC)(CC)CC)[CH2:22][CH2:21]2)[CH:19]=[CH:18][CH:17]=[CH:16][CH:15]=1. Product: [C:14]1([C:20]2([N:49]([CH3:51])[CH3:50])[CH2:25][CH2:24][CH:23]([CH2:26][O:27][CH2:28][C:29]3[C:37]4[C:32](=[CH:33][CH:34]=[C:35]([C:38]([F:39])([F:40])[F:41])[CH:36]=4)[NH:31][CH:30]=3)[CH2:22][CH2:21]2)[CH:19]=[CH:18][CH:17]=[CH:16][CH:15]=1. The catalyst class is: 7. (4) Reactant: [ClH:1].[CH3:2][N:3]1[CH2:8][CH2:7][CH:6]([N:9]2[CH2:14][CH2:13][N:12]([S:15]([CH2:18][CH2:19][CH2:20][C@@H:21]3[CH2:25][CH2:24][CH2:23][N:22]3C(OC(C)(C)C)=O)(=[O:17])=[O:16])[CH2:11][CH2:10]2)[CH2:5][CH2:4]1.C(OCC)(=O)C.C(OCC)C. The catalyst class is: 5. Product: [ClH:1].[CH3:2][N:3]1[CH2:8][CH2:7][CH:6]([N:9]2[CH2:14][CH2:13][N:12]([S:15]([CH2:18][CH2:19][CH2:20][C@@H:21]3[CH2:25][CH2:24][CH2:23][NH:22]3)(=[O:17])=[O:16])[CH2:11][CH2:10]2)[CH2:5][CH2:4]1. (5) Reactant: [Cl:1][C:2]1[CH:3]=[C:4]([C@H:8]2[CH2:12][O:11][C:10](=[O:13])[NH:9]2)[CH:5]=[CH:6][CH:7]=1.[H-].[Na+].[Br:16][C:17]1[CH:18]=[N:19][N:20]2[CH:25]=[CH:24][C:23](Cl)=[N:22][C:21]=12.[Cl-].[NH4+]. Product: [Br:16][C:17]1[CH:18]=[N:19][N:20]2[CH:25]=[CH:24][C:23]([N:9]3[C@@H:8]([C:4]4[CH:5]=[CH:6][CH:7]=[C:2]([Cl:1])[CH:3]=4)[CH2:12][O:11][C:10]3=[O:13])=[N:22][C:21]=12. The catalyst class is: 3. (6) Reactant: [OH:1][CH:2]([C:6]1[CH:11]=[CH:10][C:9]([C:12]2[N:16]=[C:15]([C:17]3[O:21][N:20]=[C:19]([C:22]4[CH:27]=[CH:26][CH:25]=[CH:24][CH:23]=4)[C:18]=3[C:28]([F:31])([F:30])[F:29])[O:14][N:13]=2)=[CH:8][CH:7]=1)[C:3](O)=[O:4].Cl.[NH2:33][C:34]([CH3:38])([CH3:37])[C:35]#[N:36].CN(C(ON1N=NC2C=CC=NC1=2)=[N+](C)C)C.F[P-](F)(F)(F)(F)F.CN1CCOCC1. Product: [C:35]([C:34]([NH:33][C:3](=[O:4])[CH:2]([OH:1])[C:6]1[CH:7]=[CH:8][C:9]([C:12]2[N:16]=[C:15]([C:17]3[O:21][N:20]=[C:19]([C:22]4[CH:27]=[CH:26][CH:25]=[CH:24][CH:23]=4)[C:18]=3[C:28]([F:30])([F:31])[F:29])[O:14][N:13]=2)=[CH:10][CH:11]=1)([CH3:38])[CH3:37])#[N:36]. The catalyst class is: 3. (7) Reactant: Cl[CH2:2][CH2:3][CH2:4][O:5][C:6]1[CH:11]=[CH:10][C:9]([C:12]2([C:18]#[N:19])[CH2:17][CH2:16][O:15][CH2:14][CH2:13]2)=[CH:8][CH:7]=1.BrCCCOC1C=CC([C:31]2([C:37]#[N:38])CCOC[CH2:32]2)=CC=1.C([O-])([O-])=O.[K+].[K+].Cl.N1CCC1. Product: [N:38]1([CH2:2][CH2:3][CH2:4][O:5][C:6]2[CH:11]=[CH:10][C:9]([C:12]3([C:18]#[N:19])[CH2:17][CH2:16][O:15][CH2:14][CH2:13]3)=[CH:8][CH:7]=2)[CH2:37][CH2:31][CH2:32]1. The catalyst class is: 10. (8) Reactant: Br[C:2]1[C:3]([F:28])=[C:4]([N:8]2[CH:13]=[C:12]([O:14][CH3:15])[C:11](=[O:16])[C:10]([C:17]3[N:21]([C:22]4[CH:27]=[CH:26][CH:25]=[CH:24][CH:23]=4)[N:20]=[CH:19][CH:18]=3)=[N:9]2)[CH:5]=[CH:6][CH:7]=1.Cl.[F:30][C:31]1([F:38])[C:35]([F:37])([F:36])[CH2:34][NH:33][CH2:32]1.CC(C)([O-])C.[Na+].CC1(C)C2C(=C(P(C3C=CC=CC=3)C3C=CC=CC=3)C=CC=2)OC2C(P(C3C=CC=CC=3)C3C=CC=CC=3)=CC=CC1=2.C([O-])(O)=O.[Na+]. Product: [F:28][C:3]1[C:2]([N:33]2[CH2:34][C:35]([F:37])([F:36])[C:31]([F:38])([F:30])[CH2:32]2)=[CH:7][CH:6]=[CH:5][C:4]=1[N:8]1[CH:13]=[C:12]([O:14][CH3:15])[C:11](=[O:16])[C:10]([C:17]2[N:21]([C:22]3[CH:27]=[CH:26][CH:25]=[CH:24][CH:23]=3)[N:20]=[CH:19][CH:18]=2)=[N:9]1. The catalyst class is: 62.